This data is from Full USPTO retrosynthesis dataset with 1.9M reactions from patents (1976-2016). The task is: Predict the reactants needed to synthesize the given product. (1) Given the product [Cl:1][C:2]1[CH:7]=[C:6]([Cl:8])[CH:5]=[CH:4][C:3]=1[C:9]1[N:14]2[N:15]=[C:16]([S:22][CH3:23])[C:17]([N:18]([CH2:24][CH2:25][CH3:26])[CH2:19][CH2:20][CH3:21])=[C:13]2[CH:12]=[CH:11][CH:10]=1, predict the reactants needed to synthesize it. The reactants are: [Cl:1][C:2]1[CH:7]=[C:6]([Cl:8])[CH:5]=[CH:4][C:3]=1[C:9]1[N:14]2[N:15]=[C:16]([S:22][CH3:23])[C:17]([NH:18][CH2:19][CH2:20][CH3:21])=[C:13]2[CH:12]=[CH:11][CH:10]=1.[CH:24](=O)[CH2:25][CH3:26].S(=O)(=O)(O)O.[BH4-].[Na+]. (2) Given the product [CH:9]([O:8][C:6]([C:4]1[N:3]([CH:18]2[C:17]3[CH:12]=[CH:13][CH:14]=[CH:15][C:16]=3[CH2:22][CH2:21][CH2:20][CH2:19]2)[CH:2]=[N:1][CH:5]=1)=[O:7])([CH3:11])[CH3:10], predict the reactants needed to synthesize it. The reactants are: [NH:1]1[CH:5]=[C:4]([C:6]([O:8][CH:9]([CH3:11])[CH3:10])=[O:7])[N:3]=[CH:2]1.[CH:12]1[C:17]2[CH2:18][CH2:19][CH2:20][CH2:21][CH:22](O)[C:16]=2[CH:15]=[CH:14][CH:13]=1.C1(P(C2C=CC=CC=2)C2C=CC=CC=2)C=CC=CC=1.N(C(OC(C)C)=O)=NC(OC(C)C)=O. (3) Given the product [CH2:1]([O:3][C:4]1[CH:23]=[CH:22][C:7]([CH2:8][O:9][C:10]2[CH:11]=[CH:12][C:13]3[O:17][C:16]([CH:18]([OH:20])[CH3:19])=[CH:15][C:14]=3[CH:21]=2)=[CH:6][CH:5]=1)[CH3:2], predict the reactants needed to synthesize it. The reactants are: [CH2:1]([O:3][C:4]1[CH:23]=[CH:22][C:7]([CH2:8][O:9][C:10]2[CH:11]=[CH:12][C:13]3[O:17][C:16]([C:18](=[O:20])[CH3:19])=[CH:15][C:14]=3[CH:21]=2)=[CH:6][CH:5]=1)[CH3:2].[BH4-].[Na+].O. (4) Given the product [OH:18][CH:3]1[C:2]([CH3:1])([CH3:19])[O:6][C:5](=[O:7])[N:4]1[CH2:8][C:9]1[CH:14]=[CH:13][CH:12]=[CH:11][C:10]=1[N+:15]([O-:17])=[O:16], predict the reactants needed to synthesize it. The reactants are: [CH3:1][C:2]1([CH3:19])[O:6][C:5](=[O:7])[N:4]([CH2:8][C:9]2[CH:14]=[CH:13][CH:12]=[CH:11][C:10]=2[N+:15]([O-:17])=[O:16])[C:3]1=[O:18].[BH4-].[Li+].O. (5) Given the product [C:1]([O:5][C@@H:6]([C:12]1[C:28]([CH3:29])=[CH:27][C:15]2[N:16]=[C:17]([C:19]3[CH:24]=[C:23]([N:41]4[CH2:42][CH2:43][N:38]([CH3:37])[CH2:39][CH2:40]4)[N:22]=[C:21]([Cl:26])[CH:20]=3)[S:18][C:14]=2[C:13]=1[C:30]1[CH:35]=[CH:34][C:33]([Cl:36])=[CH:32][CH:31]=1)[C:7]([O:9][CH2:10][CH3:11])=[O:8])([CH3:3])([CH3:4])[CH3:2], predict the reactants needed to synthesize it. The reactants are: [C:1]([O:5][C@@H:6]([C:12]1[C:28]([CH3:29])=[CH:27][C:15]2[N:16]=[C:17]([C:19]3[CH:24]=[C:23](Cl)[N:22]=[C:21]([Cl:26])[CH:20]=3)[S:18][C:14]=2[C:13]=1[C:30]1[CH:35]=[CH:34][C:33]([Cl:36])=[CH:32][CH:31]=1)[C:7]([O:9][CH2:10][CH3:11])=[O:8])([CH3:4])([CH3:3])[CH3:2].[CH3:37][N:38]1[CH2:43][CH2:42][NH:41][CH2:40][CH2:39]1.CC(N(C)C)=O. (6) Given the product [Br:1][C:2]1[CH:3]=[CH:4][C:5]([O:19][CH:20]([F:22])[F:21])=[C:6]([CH:8]2[C:9]3([C:10](=[O:18])[C:11]([CH3:17])([CH3:16])[O:12][C:13]3([CH3:14])[CH3:15])[O:23]2)[CH:7]=1, predict the reactants needed to synthesize it. The reactants are: [Br:1][C:2]1[CH:3]=[CH:4][C:5]([O:19][CH:20]([F:22])[F:21])=[C:6]([CH:8]=[C:9]2[C:13]([CH3:15])([CH3:14])[O:12][C:11]([CH3:17])([CH3:16])[C:10]2=[O:18])[CH:7]=1.[OH:23]O. (7) Given the product [C:20]([C:6]1[C:7]([C:14]2[CH:19]=[CH:18][CH:17]=[CH:16][CH:15]=2)=[C:8]2[CH2:13][CH2:12][CH2:11][C:9]2=[N:10][C:5]=1[S-:1])#[N:21].[Na+:2], predict the reactants needed to synthesize it. The reactants are: [S-2:1].[Na+:2].[Na+].Cl[C:5]1[N:10]=[C:9]2[CH2:11][CH2:12][CH2:13][C:8]2=[C:7]([C:14]2[CH:19]=[CH:18][CH:17]=[CH:16][CH:15]=2)[C:6]=1[C:20]#[N:21]. (8) Given the product [CH2:43]([C:19]1[N:20]=[C:21]([CH2:40][CH2:41][CH3:42])[N:22]([CH2:25][C:26]2[CH:31]=[CH:30][C:29]([C:32]3[C:33]([C:38]#[N:39])=[CH:34][CH:35]=[CH:36][CH:37]=3)=[CH:28][CH:27]=2)[C:23](=[O:24])[C:18]=1[C:9]1[CH:10]=[C:11]2[C:6](=[CH:7][CH:8]=1)[O:5][C:4]([CH3:16])([CH3:15])[CH2:3][CH:2]2[OH:1])[CH3:44], predict the reactants needed to synthesize it. The reactants are: [OH:1][CH:2]1[C:11]2[C:6](=[CH:7][CH:8]=[C:9](B(O)O)[CH:10]=2)[O:5][C:4]([CH3:16])([CH3:15])[CH2:3]1.Br[C:18]1[C:23](=[O:24])[N:22]([CH2:25][C:26]2[CH:31]=[CH:30][C:29]([C:32]3[C:33]([C:38]#[N:39])=[CH:34][CH:35]=[CH:36][CH:37]=3)=[CH:28][CH:27]=2)[C:21]([CH2:40][CH2:41][CH3:42])=[N:20][C:19]=1[CH2:43][CH3:44].